Dataset: Peptide-MHC class II binding affinity with 134,281 pairs from IEDB. Task: Regression. Given a peptide amino acid sequence and an MHC pseudo amino acid sequence, predict their binding affinity value. This is MHC class II binding data. (1) The peptide sequence is FQRTLIFILLTAVAP. The MHC is DRB1_0701 with pseudo-sequence DRB1_0701. The binding affinity (normalized) is 0.236. (2) The peptide sequence is ITLYICDKQSHPEAH. The MHC is DRB1_0101 with pseudo-sequence DRB1_0101. The binding affinity (normalized) is 0.0463. (3) The peptide sequence is ASAAILGHDGTVWAQ. The MHC is HLA-DQA10401-DQB10402 with pseudo-sequence HLA-DQA10401-DQB10402. The binding affinity (normalized) is 0.255. (4) The binding affinity (normalized) is 0.662. The peptide sequence is SQVLELSWNLNGLQAY. The MHC is HLA-DQA10101-DQB10501 with pseudo-sequence HLA-DQA10101-DQB10501. (5) The peptide sequence is FYKTLRAEQASQE. The MHC is DRB1_0701 with pseudo-sequence DRB1_0701. The binding affinity (normalized) is 0.303. (6) The peptide sequence is EGGVWTFDSEEPLQGPFNFR. The MHC is HLA-DPA10103-DPB10401 with pseudo-sequence HLA-DPA10103-DPB10401. The binding affinity (normalized) is 0.273. (7) The peptide sequence is ASIAARGYISTRVGM. The MHC is DRB1_0901 with pseudo-sequence DRB1_0901. The binding affinity (normalized) is 0.431. (8) The peptide sequence is CSGEPVVVHITDDNE. The MHC is HLA-DPA10201-DPB10101 with pseudo-sequence HLA-DPA10201-DPB10101. The binding affinity (normalized) is 0.0438. (9) The MHC is DRB1_1201 with pseudo-sequence DRB1_1201. The binding affinity (normalized) is 0.656. The peptide sequence is GDLQIVDKIDAAFKI.